From a dataset of Catalyst prediction with 721,799 reactions and 888 catalyst types from USPTO. Predict which catalyst facilitates the given reaction. (1) Reactant: ClC1C=CC(SCCCCCCCC(O)=O)=CC=1.[Cl:19][C:20]1[CH:25]=[CH:24][CH:23]=[CH:22][C:21]=1[SH:26].Br[CH2:28][C:29]1[CH:37]=[CH:36][C:32]([C:33]([OH:35])=[O:34])=[CH:31][CH:30]=1.[OH-].[K+]. Product: [Cl:19][C:20]1[CH:25]=[CH:24][CH:23]=[CH:22][C:21]=1[S:26][CH2:28][C:29]1[CH:37]=[CH:36][C:32]([C:33]([OH:35])=[O:34])=[CH:31][CH:30]=1. The catalyst class is: 2. (2) Reactant: [O:1]1[CH:5]=[CH:4][CH:3]=[C:2]1[C:6]1[CH:15]=[C:14]([C:16]([NH:18][C:19]2[CH:20]=[N:21][CH:22]=[CH:23][CH:24]=2)=[O:17])[C:13]2[C:8](=[CH:9][CH:10]=[C:11](C3C=CC=CC=3)[CH:12]=2)[N:7]=1.[Li]CCCC.C([O:39][B:40](OC(C)C)[O:41]C(C)C)(C)C.CO.ClCCl. Product: [O:1]1[CH:5]=[CH:4][CH:3]=[C:2]1[C:6]1[CH:15]=[C:14]([C:16](=[O:17])[NH:18][C:19]2[CH:20]=[N:21][CH:22]=[CH:23][CH:24]=2)[C:13]2[C:8](=[CH:9][CH:10]=[C:11]([B:40]([OH:41])[OH:39])[CH:12]=2)[N:7]=1. The catalyst class is: 1.